Dataset: Aqueous solubility values for 9,982 compounds from the AqSolDB database. Task: Regression/Classification. Given a drug SMILES string, predict its absorption, distribution, metabolism, or excretion properties. Task type varies by dataset: regression for continuous measurements (e.g., permeability, clearance, half-life) or binary classification for categorical outcomes (e.g., BBB penetration, CYP inhibition). For this dataset (solubility_aqsoldb), we predict Y. (1) The molecule is Brc1ccc(-c2ccccc2)cc1. The Y is -5.55 log mol/L. (2) The drug is CCN(CC[N+](C)(C)C)c1ccc(N=Nc2ccc([N+](=O)[O-])cc2Cl)cc1.[Cl-]. The Y is -3.04 log mol/L.